Dataset: Reaction yield outcomes from USPTO patents with 853,638 reactions. Task: Predict the reaction yield, written as a fraction of the theoretical maximum amount of product (1.0 means a 100% yield; for example, 0.34 means a 34% yield). (1) The reactants are [OH:1][C:2]1[CH:7]=[CH:6][C:5]([S:8][CH2:9][CH2:10][CH2:11][C:12]([OH:14])=O)=[CH:4][CH:3]=1.[CH3:15][NH:16][CH2:17][C:18]1[C:27]2[C:22](=[CH:23][CH:24]=[CH:25][CH:26]=2)[CH:21]=[CH:20][CH:19]=1. No catalyst specified. The product is [OH:1][C:2]1[CH:3]=[CH:4][C:5]([S:8][CH2:9][CH2:10][CH2:11][C:12]([N:16]([CH3:15])[CH2:17][C:18]2[C:27]3[C:22](=[CH:23][CH:24]=[CH:25][CH:26]=3)[CH:21]=[CH:20][CH:19]=2)=[O:14])=[CH:6][CH:7]=1. The yield is 0.200. (2) The reactants are C(O[C:6]([N:8](C)[C@H:9]([C:20]([NH:22][C@H:23]([C:28]([N:30]([C@@H:32]([CH:41]([CH3:43])[CH3:42])/[CH:33]=[C:34](\[CH3:40])/[C:35]([O:37][CH2:38][CH3:39])=[O:36])[CH3:31])=[O:29])[C:24]([CH3:27])([CH3:26])[CH3:25])=[O:21])[C:10]([CH3:19])([CH3:18])[C:11]1[CH:16]=[CH:15][CH:14]=[CH:13][C:12]=1[CH3:17])=O)(C)(C)C.FC(F)(F)C(O)=O. The catalyst is C(Cl)Cl. The product is [CH3:6][NH:8][C@H:9]([C:20]([NH:22][C@H:23]([C:28]([N:30]([C@@H:32]([CH:41]([CH3:42])[CH3:43])/[CH:33]=[C:34](\[CH3:40])/[C:35]([O:37][CH2:38][CH3:39])=[O:36])[CH3:31])=[O:29])[C:24]([CH3:27])([CH3:26])[CH3:25])=[O:21])[C:10]([CH3:19])([CH3:18])[C:11]1[CH:16]=[CH:15][CH:14]=[CH:13][C:12]=1[CH3:17].[CH3:6][NH:8][C@@H:9]([C:20]([NH:22][C@H:23]([C:28]([N:30]([C@@H:32]([CH:41]([CH3:42])[CH3:43])/[CH:33]=[C:34](\[CH3:40])/[C:35]([O:37][CH2:38][CH3:39])=[O:36])[CH3:31])=[O:29])[C:24]([CH3:27])([CH3:26])[CH3:25])=[O:21])[C:10]([CH3:19])([CH3:18])[C:11]1[CH:16]=[CH:15][CH:14]=[CH:13][C:12]=1[CH3:17]. The yield is 0.400. (3) The reactants are Cl[C:2]1[N:3]=[CH:4][C:5]2[S:10][CH:9]=[C:8]([C:11]([NH:13][C:14]3[CH:15]=[C:16]4[C:21](=[C:22]([CH3:24])[CH:23]=3)[N:20]=[CH:19][CH:18]=[CH:17]4)=[O:12])[C:6]=2[N:7]=1.[C:25]([NH:32][C@H:33]1[CH2:38][CH2:37][CH2:36][CH2:35][C@H:34]1[NH2:39])([O:27][C:28]([CH3:31])([CH3:30])[CH3:29])=[O:26].CCN(C(C)C)C(C)C. The catalyst is O1CCOCC1.CCOC(C)=O. The product is [C:28]([O:27][C:25](=[O:26])[NH:32][C@H:33]1[CH2:38][CH2:37][CH2:36][CH2:35][C@H:34]1[NH:39][C:2]1[N:3]=[CH:4][C:5]2[S:10][CH:9]=[C:8]([C:11](=[O:12])[NH:13][C:14]3[CH:15]=[C:16]4[C:21](=[C:22]([CH3:24])[CH:23]=3)[N:20]=[CH:19][CH:18]=[CH:17]4)[C:6]=2[N:7]=1)([CH3:31])([CH3:29])[CH3:30]. The yield is 0.666. (4) The yield is 0.840. The catalyst is CCO. The reactants are [CH2:1]([N:8]([CH3:27])[S:9]([C:12]1[CH:13]=[C:14]2[C:18](=[CH:19][CH:20]=1)[NH:17][C:16](=[O:21])[C:15]12OCCC[O:22]1)(=[O:11])=[O:10])[C:2]1[CH:7]=[CH:6][CH:5]=[CH:4][CH:3]=1.[OH-].C([N+](C)(C)C)C1C=CC=CC=1.C(#N)C=C. The product is [CH2:1]([N:8]([CH3:27])[S:9]([C:12]1[CH:13]=[C:14]2[C:18](=[CH:19][CH:20]=1)[NH:17][C:16](=[O:21])[C:15]2=[O:22])(=[O:11])=[O:10])[C:2]1[CH:7]=[CH:6][CH:5]=[CH:4][CH:3]=1. (5) The reactants are [C:1]([O:5][CH:6]1[CH:8]([C:9]2[CH:14]=[CH:13][C:12]([CH3:15])=[CH:11][N:10]=2)[CH:7]1[CH2:16][OH:17])([CH3:4])([CH3:3])[CH3:2].[H-].[Na+].[Cl:20][C:21]1[CH:26]=[C:25](Cl)[N:24]=[C:23]([CH3:28])[N:22]=1. The catalyst is C1COCC1. The product is [C:1]([O:5][CH:6]1[CH:8]([C:9]2[CH:14]=[CH:13][C:12]([CH3:15])=[CH:11][N:10]=2)[CH:7]1[CH2:16][O:17][C:25]1[CH:26]=[C:21]([Cl:20])[N:22]=[C:23]([CH3:28])[N:24]=1)([CH3:4])([CH3:3])[CH3:2]. The yield is 0.560.